Dataset: Full USPTO retrosynthesis dataset with 1.9M reactions from patents (1976-2016). Task: Predict the reactants needed to synthesize the given product. (1) Given the product [F:33][C:30]1[CH:29]=[CH:28][C:27]([CH2:26][NH:25][C:23]([C:21]2[C:20]([OH:34])=[C:19]3[C:14]([CH:15]=[CH:16][CH:17]=[N:18]3)=[C:13]([CH2:12][CH2:11][N:10]([CH2:9][CH2:8][NH2:7])[C:44](=[O:45])[CH2:43][Cl:42])[N:22]=2)=[O:24])=[CH:32][CH:31]=1, predict the reactants needed to synthesize it. The reactants are: C(OC(=O)[NH:7][CH2:8][CH2:9][NH:10][CH2:11][CH2:12][C:13]1[N:22]=[C:21]([C:23]([NH:25][CH2:26][C:27]2[CH:32]=[CH:31][C:30]([F:33])=[CH:29][CH:28]=2)=[O:24])[C:20]([OH:34])=[C:19]2[C:14]=1[CH:15]=[CH:16][CH:17]=[N:18]2)(C)(C)C.C(NCC)(C)C.[Cl:42][CH2:43][C:44](Cl)=[O:45]. (2) Given the product [CH2:21]([O:20][C:19]([NH:2][C:3]1[C:4]([C:8]([O:10][CH3:11])=[O:9])=[CH:5][S:6][CH:7]=1)=[O:23])[CH3:22], predict the reactants needed to synthesize it. The reactants are: Cl.[NH2:2][C:3]1[C:4]([C:8]([O:10][CH3:11])=[O:9])=[CH:5][S:6][CH:7]=1.C(N(CC)CC)C.[C:19](Cl)(=[O:23])[O:20][CH2:21][CH3:22].